Dataset: Full USPTO retrosynthesis dataset with 1.9M reactions from patents (1976-2016). Task: Predict the reactants needed to synthesize the given product. (1) Given the product [Cl:21][C:22]1[CH:27]=[CH:26][CH:25]=[C:24]([Cl:28])[C:23]=1[C:29]1[NH:30][C:31]2[CH:37]=[C:36]([C:38]3[O:39][C:4]([NH:5][C:6]4[CH:7]=[CH:17][N:18]=[C:19]([CH3:20])[CH:42]=4)=[N:41][N:40]=3)[CH:35]=[CH:34][C:32]=2[N:33]=1, predict the reactants needed to synthesize it. The reactants are: NC1[CH:7]=[CH:6][N:5]=[CH:4]C=1C.[N:18]1(C(N2[CH:20]=[CH:19][N:18]=[CH:17]2)=S)[CH:19]=[CH:20]N=[CH:17]1.[Cl:21][C:22]1[CH:27]=[CH:26][CH:25]=[C:24]([Cl:28])[C:23]=1[C:29]1[NH:30][C:31]2[CH:37]=[C:36]([C:38]([NH:40][NH2:41])=[O:39])[CH:35]=[CH:34][C:32]=2[N:33]=1.[CH3:42]CN=C=NCCCN(C)C. (2) Given the product [C:43]([O:42][C:40]([N:32]([C:33]([O:35][C:36]([CH3:37])([CH3:39])[CH3:38])=[O:34])[C@@H:29]([C:27]1[CH:28]=[C:23]([Cl:22])[CH:24]=[CH:25][C:26]=1[CH2:47][NH:2][C:3]1[CH:7]=[CH:6][NH:5][C:4]=1[C:8]([O:10][CH2:11][CH3:12])=[O:9])[CH2:30][CH3:31])=[O:41])([CH3:46])([CH3:44])[CH3:45], predict the reactants needed to synthesize it. The reactants are: Cl.[NH2:2][C:3]1[CH:7]=[CH:6][NH:5][C:4]=1[C:8]([O:10][CH2:11][CH3:12])=[O:9].CCN(C(C)C)C(C)C.[Cl:22][C:23]1[CH:24]=[CH:25][C:26]([CH:47]=O)=[C:27]([C@H:29]([N:32]([C:40]([O:42][C:43]([CH3:46])([CH3:45])[CH3:44])=[O:41])[C:33]([O:35][C:36]([CH3:39])([CH3:38])[CH3:37])=[O:34])[CH2:30][CH3:31])[CH:28]=1.CC(O)=O.[B-]C#N.[Na+]. (3) Given the product [Br:13][C:14]1[N:15]=[C:16]([CH2:10][C:7]2[CH:8]=[CH:9][C:4]([C:3]([O:2][CH3:1])=[O:12])=[CH:5][CH:6]=2)[CH:17]=[CH:18][CH:19]=1, predict the reactants needed to synthesize it. The reactants are: [CH3:1][O:2][C:3](=[O:12])[C:4]1[CH:9]=[CH:8][C:7]([CH2:10]Br)=[CH:6][CH:5]=1.[Br:13][C:14]1[CH:19]=[CH:18][CH:17]=[C:16](Br)[N:15]=1. (4) Given the product [CH2:1]([O:4][C:5]1[S:6][CH:7]=[C:8]([CH2:10][OH:11])[N:9]=1)[C:2]#[CH:3], predict the reactants needed to synthesize it. The reactants are: [CH2:1]([O:4][C:5]1[S:6][CH:7]=[C:8]([C:10](OCC)=[O:11])[N:9]=1)[C:2]#[CH:3].[H-].C([Al+]CC(C)C)C(C)C.[Cl-].[Na+]. (5) Given the product [NH2:1][C:2]1[C:7]2[C:8](=[O:28])[N:9]([C:14]3[CH:19]=[CH:18][C:17]([OH:20])=[CH:16][CH:15]=3)[CH2:10][C@@H:11]([CH3:13])[O:12][C:6]=2[N:5]=[CH:4][N:3]=1, predict the reactants needed to synthesize it. The reactants are: [NH2:1][C:2]1[C:7]2[C:8](=[O:28])[N:9]([C:14]3[CH:19]=[CH:18][C:17]([O:20]CC4C=CC=CC=4)=[CH:16][CH:15]=3)[CH2:10][C@@H:11]([CH3:13])[O:12][C:6]=2[N:5]=[CH:4][N:3]=1. (6) Given the product [F:15][C:16]1[C:17]([OH:62])=[CH:18][C:19]([CH2:57][C:58]([F:60])([F:59])[F:61])=[C:20]([C:22]2[N:27]=[C:26]([NH:28][CH2:29][C:30]3[CH:35]=[CH:34][CH:33]=[CH:32][C:31]=3[N:36]([CH3:41])[S:37]([CH3:40])(=[O:38])=[O:39])[C:25]3[C:42]([C:53]4[NH:4][C:2]([CH3:3])=[N:56][N:55]=4)=[N:43][NH:44][C:24]=3[CH:23]=2)[CH:21]=1, predict the reactants needed to synthesize it. The reactants are: Cl.[C:2](=N)([NH2:4])[CH3:3].CCN(C(C)C)C(C)C.[F:15][C:16]1[C:17]([O:62]COCC[Si](C)(C)C)=[CH:18][C:19]([CH2:57][C:58]([F:61])([F:60])[F:59])=[C:20]([C:22]2[N:27]=[C:26]([NH:28][CH2:29][C:30]3[CH:35]=[CH:34][CH:33]=[CH:32][C:31]=3[N:36]([CH3:41])[S:37]([CH3:40])(=[O:39])=[O:38])[C:25]3[C:42]([C:53]([NH:55][NH2:56])=O)=[N:43][N:44](COCC[Si](C)(C)C)[C:24]=3[CH:23]=2)[CH:21]=1.C(O)(C(F)(F)F)=O. (7) Given the product [OH:45][C@@H:41]([CH2:40][OH:46])[C:42]([N:35]1[CH2:36][CH2:37][C@H:32]([O:31][C:26]2[CH:25]=[CH:24][C:23]([C:19]3[N:18]=[C:17]([NH:16][C:13]4[CH:14]=[CH:15][C:10]([O:9][C@H:8]5[CH2:7][CH2:6][N:5]([CH3:39])[CH2:4][C@H:3]5[F:2])=[CH:11][CH:12]=4)[N:22]=[CH:21][N:20]=3)=[CH:30][C:27]=2[C:28]#[N:29])[C@H:33]([F:38])[CH2:34]1)=[O:43], predict the reactants needed to synthesize it. The reactants are: Cl.[F:2][C@H:3]1[C@@H:8]([O:9][C:10]2[CH:15]=[CH:14][C:13]([NH:16][C:17]3[N:22]=[CH:21][N:20]=[C:19]([C:23]4[CH:24]=[CH:25][C:26]([O:31][C@H:32]5[CH2:37][CH2:36][NH:35][CH2:34][C@H:33]5[F:38])=[C:27]([CH:30]=4)[C:28]#[N:29])[N:18]=3)=[CH:12][CH:11]=2)[CH2:7][CH2:6][N:5]([CH3:39])[CH2:4]1.[CH2:40]([OH:46])[C@H:41]([OH:45])[C:42](O)=[O:43].CCN(C(C)C)C(C)C.CN(C(ON1N=NC2C=CC=NC1=2)=[N+](C)C)C.F[P-](F)(F)(F)(F)F.C(O)(C(F)(F)F)=O. (8) Given the product [CH2:1]([O:3][C:4]1[CH:5]=[C:6]([C:13](=[O:44])[CH2:14][CH2:15][C:16]([NH:18][C:19]2[CH:28]=[C:27]([C:29]3[CH:30]=[CH:31][CH:32]=[CH:33][CH:34]=3)[C:26]3[C:21](=[CH:22][C:23](/[CH:35]=[CH:36]/[C:37]([OH:39])=[O:38])=[CH:24][CH:25]=3)[N:20]=2)=[O:17])[CH:7]=[CH:8][C:9]=1[O:10][CH2:11][CH3:12])[CH3:2], predict the reactants needed to synthesize it. The reactants are: [CH2:1]([O:3][C:4]1[CH:5]=[C:6]([C:13](=[O:44])[CH2:14][CH2:15][C:16]([NH:18][C:19]2[CH:28]=[C:27]([C:29]3[CH:34]=[CH:33][CH:32]=[CH:31][CH:30]=3)[C:26]3[C:21](=[CH:22][C:23](/[CH:35]=[CH:36]/[C:37]([O:39]C(C)(C)C)=[O:38])=[CH:24][CH:25]=3)[N:20]=2)=[O:17])[CH:7]=[CH:8][C:9]=1[O:10][CH2:11][CH3:12])[CH3:2].FC(F)(F)C(O)=O. (9) Given the product [Cl:1][C:2]1[CH:3]=[C:4]([C:9]2[CH2:10][CH:11]3[NH:16][CH:14]([CH2:13][CH2:12]3)[CH:15]=2)[CH:5]=[CH:6][C:7]=1[Cl:8], predict the reactants needed to synthesize it. The reactants are: [Cl:1][C:2]1[CH:3]=[C:4]([C:9]2[CH2:15][CH:14]3[N:16](C)[CH:11]([CH2:12][CH2:13]3)[CH:10]=2)[CH:5]=[CH:6][C:7]=1[Cl:8].ClC(OC(Cl)C)=O.[OH-].[Na+].